This data is from Full USPTO retrosynthesis dataset with 1.9M reactions from patents (1976-2016). The task is: Predict the reactants needed to synthesize the given product. (1) The reactants are: [C:1]([O:5][C:6]([N:8]1[CH2:13][CH2:12][N:11]([C:14]2[CH:19]=[CH:18][C:17]([N+:20]([O-])=O)=[CH:16][C:15]=2[C:23]#[N:24])[CH2:10][CH2:9]1)=[O:7])([CH3:4])([CH3:3])[CH3:2].[Cl-].[NH4+]. Given the product [C:1]([O:5][C:6]([N:8]1[CH2:13][CH2:12][N:11]([C:14]2[CH:19]=[CH:18][C:17]([NH2:20])=[CH:16][C:15]=2[C:23]#[N:24])[CH2:10][CH2:9]1)=[O:7])([CH3:4])([CH3:2])[CH3:3], predict the reactants needed to synthesize it. (2) Given the product [CH2:1]([O:8][C:14]1[CH:13]=[CH:12][N:11]=[C:10]([Cl:9])[C:15]=1[C:16]([F:18])([F:19])[F:17])[C:2]1[CH:7]=[CH:6][CH:5]=[CH:4][CH:3]=1, predict the reactants needed to synthesize it. The reactants are: [CH2:1]([OH:8])[C:2]1[CH:7]=[CH:6][CH:5]=[CH:4][CH:3]=1.[Cl:9][C:10]1[C:15]([C:16]([F:19])([F:18])[F:17])=[C:14](Cl)[CH:13]=[CH:12][N:11]=1.